Predict the product of the given reaction. From a dataset of Forward reaction prediction with 1.9M reactions from USPTO patents (1976-2016). (1) Given the reactants [OH:1][C:2]1[CH:7]=[CH:6][CH:5]=[CH:4][C:3]=1[C:8]1[O:9][C:10]2[CH:18]=[CH:17][CH:16]=[CH:15][C:11]=2[C:12](=O)[N:13]=1.[NH:19]([C:21]1[CH:29]=[CH:28][C:24]([C:25]([OH:27])=[O:26])=[CH:23][CH:22]=1)[NH2:20], predict the reaction product. The product is: [CH:16]1[CH:17]=[CH:18][C:10]([OH:9])=[C:11]([C:12]2[N:13]=[C:8]([C:3]3[CH:4]=[CH:5][CH:6]=[CH:7][C:2]=3[OH:1])[N:19]([C:21]3[CH:29]=[CH:28][C:24]([C:25]([OH:27])=[O:26])=[CH:23][CH:22]=3)[N:20]=2)[CH:15]=1. (2) Given the reactants C1COCC1.[Br:6][C:7]1[CH:8]=[CH:9][C:10]([Cl:17])=[C:11]([CH:16]=1)[C:12](OC)=[O:13].[BH4-].[Na+].CO, predict the reaction product. The product is: [Br:6][C:7]1[CH:8]=[CH:9][C:10]([Cl:17])=[C:11]([CH2:12][OH:13])[CH:16]=1. (3) Given the reactants C(O[C:4]([C:6]1[N:7]=[N:8][C:9]([O:12][CH2:13][C:14]2[C:15]([C:20]3[CH:25]=[CH:24][N:23]=[CH:22][CH:21]=3)=[N:16][O:17][C:18]=2[CH3:19])=[CH:10][CH:11]=1)=[O:5])C.[CH2:26]([NH2:28])[CH3:27], predict the reaction product. The product is: [CH2:26]([NH:28][C:4]([C:6]1[N:7]=[N:8][C:9]([O:12][CH2:13][C:14]2[C:15]([C:20]3[CH:21]=[CH:22][N:23]=[CH:24][CH:25]=3)=[N:16][O:17][C:18]=2[CH3:19])=[CH:10][CH:11]=1)=[O:5])[CH3:27]. (4) Given the reactants C([O:4][C:5]1[CH:10]=[C:9]([CH3:11])[C:8]([CH2:12][NH:13][C:14]([C:16]2[C:21]3[O:22][C:23]4[C@@:24]([CH3:34])([C:25](=[O:33])[C:26]([C:30](=[O:32])[CH3:31])=[C:27]([OH:29])[CH:28]=4)[C:20]=3[C:19]([OH:35])=[CH:18][C:17]=2[O:36][CH3:37])=[O:15])=[C:7]([CH3:38])[C:6]=1[CH3:39])(=O)C.[OH-].[Na+], predict the reaction product. The product is: [C:30]([C:26]1[C:25](=[O:33])[C@@:24]2([CH3:34])[C:20]3[C:19]([OH:35])=[CH:18][C:17]([O:36][CH3:37])=[C:16]([C:14]([NH:13][CH2:12][C:8]4[C:9]([CH3:11])=[CH:10][C:5]([OH:4])=[C:6]([CH3:39])[C:7]=4[CH3:38])=[O:15])[C:21]=3[O:22][C:23]2=[CH:28][C:27]=1[OH:29])(=[O:32])[CH3:31]. (5) Given the reactants I[CH3:2].[CH:3]1([CH:6]([OH:33])[C:7]2[N:11]3[CH2:12][C@H:13]([C:25]4[CH:30]=[CH:29][CH:28]=[C:27]([F:31])[C:26]=4[F:32])[CH2:14][CH2:15][C@@H:16]([NH:17][C:18](=[O:24])[O:19][C:20]([CH3:23])([CH3:22])[CH3:21])[C:10]3=[N:9][CH:8]=2)[CH2:5][CH2:4]1.[H-].[Na+], predict the reaction product. The product is: [CH:3]1([CH:6]([O:33][CH3:2])[C:7]2[N:11]3[CH2:12][C@H:13]([C:25]4[CH:30]=[CH:29][CH:28]=[C:27]([F:31])[C:26]=4[F:32])[CH2:14][CH2:15][C@@H:16]([NH:17][C:18](=[O:24])[O:19][C:20]([CH3:23])([CH3:22])[CH3:21])[C:10]3=[N:9][CH:8]=2)[CH2:5][CH2:4]1.